From a dataset of Retrosynthesis with 50K atom-mapped reactions and 10 reaction types from USPTO. Predict the reactants needed to synthesize the given product. (1) Given the product CCCCNc1nc(N)c2nc(OC)n(CCCN3CCN(CC(C)C)CC3)c2n1, predict the reactants needed to synthesize it. The reactants are: CC(C)CN1CCNCC1.CCCCNc1nc(N)c2nc(OC)n(CCCN3CCN(C)CC3)c2n1. (2) Given the product COc1c([N+](=O)[O-])ccnc1Cl, predict the reactants needed to synthesize it. The reactants are: C[Si](C)(C)C=[N+]=[N-].O=[N+]([O-])c1ccnc(Cl)c1O. (3) Given the product O=C(O)C(F)(F)F, predict the reactants needed to synthesize it. The reactants are: CN=C=O.O=C(COc1ccc2cc1CCc1cncc(c1)Nc1ncc(Cl)c(n1)N2)N1CCNCC1. (4) Given the product COc1nccc2ccc(C(=O)O)cc12, predict the reactants needed to synthesize it. The reactants are: COC(=O)c1ccc2ccnc(OC)c2c1. (5) The reactants are: Cc1ccc(C(=O)Nc2ccc(F)cc2)cc1-c1nc(NCCN(C)C(=O)OC(C)(C)C)nc2c1CNC(=O)N2c1c(F)cccc1F. Given the product CNCCNc1nc(-c2cc(C(=O)Nc3ccc(F)cc3)ccc2C)c2c(n1)N(c1c(F)cccc1F)C(=O)NC2, predict the reactants needed to synthesize it. (6) The reactants are: Clc1cccc(N2CCNCC2)c1.O=C(O)c1ccc(-c2cnc3c(c2)N(Cc2cc(Cl)ccc2C(F)(F)F)CCN3)cc1. Given the product O=C(c1ccc(-c2cnc3c(c2)N(Cc2cc(Cl)ccc2C(F)(F)F)CCN3)cc1)N1CCN(c2cccc(Cl)c2)CC1, predict the reactants needed to synthesize it. (7) The reactants are: CC(=O)Nc1ncc(-c2cnn(C3CCN(C(=O)OC(C)(C)C)CC3)c2)cc1O[C@H](C)c1c(Cl)ccc(F)c1Cl. Given the product CC(=O)Nc1ncc(-c2cnn(C3CCNCC3)c2)cc1O[C@H](C)c1c(Cl)ccc(F)c1Cl, predict the reactants needed to synthesize it.